Task: Predict the product of the given reaction.. Dataset: Forward reaction prediction with 1.9M reactions from USPTO patents (1976-2016) Given the reactants [NH2:1][C:2]1[C:3](=[O:9])[NH:4][C:5](=[O:8])[NH:6][CH:7]=1, predict the reaction product. The product is: [NH2:1][CH:2]1[CH2:7][NH:6][C:5](=[O:8])[NH:4][C:3]1=[O:9].